This data is from Forward reaction prediction with 1.9M reactions from USPTO patents (1976-2016). The task is: Predict the product of the given reaction. Given the reactants [F:1][C:2]1[CH:7]=[CH:6][CH:5]=[C:4]([F:8])[C:3]=1[OH:9].F[C:11]1[CH:16]=[CH:15][CH:14]=[CH:13][C:12]=1[N+:17]([O-:19])=[O:18].[F:20][C:21]1[CH:34]=[CH:33][CH:32]=[C:31]([F:35])[C:22]=1[O:23][C:24]1[CH:30]=[CH:29][CH:28]=[CH:27][C:25]=1[NH2:26].[NH2:36][C:37]1[S:38][CH:39]=[CH:40][N:41]=1, predict the reaction product. The product is: [F:1][C:2]1[CH:7]=[CH:6][CH:5]=[C:4]([F:8])[C:3]=1[O:9][C:11]1[CH:16]=[CH:15][CH:14]=[CH:13][C:12]=1[N+:17]([O-:19])=[O:18].[F:20][C:21]1[CH:34]=[CH:33][CH:32]=[C:31]([F:35])[C:22]=1[O:23][C:24]1[CH:30]=[CH:29][CH:28]=[CH:27][C:25]=1[NH:26][C:3]([NH:36][C:37]1[S:38][CH:39]=[CH:40][N:41]=1)=[O:9].